From a dataset of Catalyst prediction with 721,799 reactions and 888 catalyst types from USPTO. Predict which catalyst facilitates the given reaction. (1) Reactant: F[C:2]1[CH:3]=[N:4][CH:5]=[CH:6][C:7]=1[C:8]1[S:9][C:10]2[C:15]([N:16]=1)=[CH:14][C:13]([C:17]([F:20])([F:19])[F:18])=[CH:12][N:11]=2.C(=O)([O-])[O-].[K+].[K+].[CH2:27]([OH:29])[CH3:28]. Product: [CH2:27]([O:29][C:2]1[CH:3]=[N:4][CH:5]=[CH:6][C:7]=1[C:8]1[S:9][C:10]2[C:15]([N:16]=1)=[CH:14][C:13]([C:17]([F:20])([F:19])[F:18])=[CH:12][N:11]=2)[CH3:28]. The catalyst class is: 6. (2) Reactant: [N:1]([CH:4]1[CH2:8][CH2:7][CH2:6][CH2:5]1)=[C:2]=[O:3].Cl.[CH3:10][N:11]1[CH2:16][CH2:15][N:14]([C:17]2[CH:22]=[C:21]([C:23]3[CH:32]=[C:31]4[C:26]([CH2:27][CH2:28][NH:29][CH2:30]4)=[CH:25][CH:24]=3)[N:20]=[C:19]([NH2:33])[N:18]=2)[CH2:13][CH2:12]1.C(N(CC)CC)C. Product: [NH2:33][C:19]1[N:20]=[C:21]([C:23]2[CH:32]=[C:31]3[C:26]([CH2:27][CH2:28][N:29]([C:2]([NH:1][CH:4]4[CH2:8][CH2:7][CH2:6][CH2:5]4)=[O:3])[CH2:30]3)=[CH:25][CH:24]=2)[CH:22]=[C:17]([N:14]2[CH2:13][CH2:12][N:11]([CH3:10])[CH2:16][CH2:15]2)[N:18]=1. The catalyst class is: 7. (3) Product: [NH2:1][C@H:4]1[CH2:8][CH2:7][N:6]([C:9]([O:11][CH2:12][C:13]2[CH:18]=[CH:17][C:16]([N+:19]([O-:21])=[O:20])=[CH:15][CH:14]=2)=[O:10])[CH2:5]1. Reactant: [N:1]([C@H:4]1[CH2:8][CH2:7][N:6]([C:9]([O:11][CH2:12][C:13]2[CH:18]=[CH:17][C:16]([N+:19]([O-:21])=[O:20])=[CH:15][CH:14]=2)=[O:10])[CH2:5]1)=[N+]=[N-].C1(P(C2C=CC=CC=2)C2C=CC=CC=2)C=CC=CC=1.O.O.O.O.O.O.O.O.O.O.S([O-])([O-])(=O)=O.[Na+].[Na+]. The catalyst class is: 10.